Dataset: Forward reaction prediction with 1.9M reactions from USPTO patents (1976-2016). Task: Predict the product of the given reaction. Given the reactants [C:1]1([CH2:7][CH:8]=O)[CH:6]=[CH:5][CH:4]=[CH:3][CH:2]=1.C(O)(=O)[CH2:11][C:12]([OH:14])=[O:13].N1CCCCC1, predict the reaction product. The product is: [C:1]1(/[CH:7]=[CH:8]/[CH2:11][C:12]([OH:14])=[O:13])[CH:2]=[CH:3][CH:4]=[CH:5][CH:6]=1.